Dataset: Full USPTO retrosynthesis dataset with 1.9M reactions from patents (1976-2016). Task: Predict the reactants needed to synthesize the given product. (1) Given the product [C:1]([O:5][C:6]([N:8]1[CH2:9][CH:10]([NH:12][C:13]2[CH:18]=[C:17]([F:19])[CH:16]=[CH:15][C:14]=2[NH:20][C:33](=[O:34])[C@@H:32]([NH:31][C:29]([O:28][CH2:21][C:22]2[CH:27]=[CH:26][CH:25]=[CH:24][CH:23]=2)=[O:30])[CH3:36])[CH2:11]1)=[O:7])([CH3:4])([CH3:2])[CH3:3], predict the reactants needed to synthesize it. The reactants are: [C:1]([O:5][C:6]([N:8]1[CH2:11][CH:10]([NH:12][C:13]2[CH:18]=[C:17]([F:19])[CH:16]=[CH:15][C:14]=2[NH2:20])[CH2:9]1)=[O:7])([CH3:4])([CH3:3])[CH3:2].[CH2:21]([O:28][C:29]([NH:31][C@@H:32]([CH3:36])[C:33](O)=[O:34])=[O:30])[C:22]1[CH:27]=[CH:26][CH:25]=[CH:24][CH:23]=1.C1C=NC2N(O)N=NC=2C=1.CN1CCOCC1.Cl.CN(C)CCCN=C=NCC. (2) Given the product [F:1][C:2]1[CH:22]=[CH:21][CH:20]=[C:19]([F:23])[C:3]=1[CH2:4][O:5][C:6]1[C:7]2[N:8]([C:13]([C:17]3[CH:18]=[N:26][NH:25][N:24]=3)=[C:14]([CH3:16])[N:15]=2)[CH:9]=[C:10]([CH3:12])[CH:11]=1, predict the reactants needed to synthesize it. The reactants are: [F:1][C:2]1[CH:22]=[CH:21][CH:20]=[C:19]([F:23])[C:3]=1[CH2:4][O:5][C:6]1[C:7]2[N:8]([C:13]([C:17]#[CH:18])=[C:14]([CH3:16])[N:15]=2)[CH:9]=[C:10]([CH3:12])[CH:11]=1.[N:24]([Si](C)(C)C)=[N+:25]=[N-:26]. (3) Given the product [N:24]([C@H:2]1[CH2:7][CH2:6][C@H:5]([C:8]2[CH:9]=[C:10]([CH:16]=[CH:17][CH:18]=2)[C:11]([O:13][CH2:14][CH3:15])=[O:12])[CH2:4][CH2:3]1)=[N+:25]=[N-:26], predict the reactants needed to synthesize it. The reactants are: O[C@@H:2]1[CH2:7][CH2:6][C@H:5]([C:8]2[CH:9]=[C:10]([CH:16]=[CH:17][CH:18]=2)[C:11]([O:13][CH2:14][CH3:15])=[O:12])[CH2:4][CH2:3]1.S(Cl)(C)(=O)=O.[N-:24]=[N+:25]=[N-:26].[Na+]. (4) The reactants are: [NH2:1][C:2]1[CH:7]=[CH:6][CH:5]=[CH:4][CH:3]=1.[CH3:8][C:9]1[C:13]2[CH:14]=[CH:15][C:16]([O:18][CH3:19])=[CH:17][C:12]=2[O:11][C:10]=1[C:20](O)=[O:21].C1CCC(N=C=NC2CCCCC2)CC1. Given the product [CH3:19][O:18][C:16]1[CH:15]=[CH:14][C:13]2[C:9]([CH3:8])=[C:10]([C:20]([NH:1][C:2]3[CH:7]=[CH:6][CH:5]=[CH:4][CH:3]=3)=[O:21])[O:11][C:12]=2[CH:17]=1, predict the reactants needed to synthesize it. (5) Given the product [Cl:23][C:22]1[CH:21]=[CH:20][C:7]([CH2:8][NH:10][C@@H:11]([C:13]2[CH:18]=[CH:17][CH:16]=[C:15]([Cl:19])[CH:14]=2)[CH3:12])=[CH:6][C:5]=1[S:2]([NH2:1])(=[O:3])=[O:4], predict the reactants needed to synthesize it. The reactants are: [NH2:1][S:2]([C:5]1[CH:6]=[C:7]([CH:20]=[CH:21][C:22]=1[Cl:23])[C:8]([NH:10][C@@H:11]([C:13]1[CH:18]=[CH:17][CH:16]=[C:15]([Cl:19])[CH:14]=1)[CH3:12])=O)(=[O:4])=[O:3].B. (6) Given the product [CH2:21]([NH:20][S:17]([C:11]1[CH:10]=[CH:9][C:8]2[C:13](=[CH:14][CH:15]=[CH:16][C:7]=2[OH:6])[CH:12]=1)(=[O:19])=[O:18])[C:22]1[CH:27]=[CH:26][CH:25]=[CH:24][CH:23]=1, predict the reactants needed to synthesize it. The reactants are: [OH-].[Na+].C([O:6][C:7]1[CH:16]=[CH:15][CH:14]=[C:13]2[C:8]=1[CH:9]=[CH:10][C:11]([S:17]([NH:20][CH2:21][C:22]1[CH:27]=[CH:26][CH:25]=[CH:24][CH:23]=1)(=[O:19])=[O:18])=[CH:12]2)(=O)C.Cl. (7) The reactants are: [CH:1]1([NH2:4])[CH2:3][CH2:2]1.[Cl:5][C:6]1[N:11]=[C:10](Cl)[CH:9]=[C:8]([CH2:13][O:14][CH2:15][C:16]([F:19])([F:18])[F:17])[N:7]=1. Given the product [Cl:5][C:6]1[N:11]=[C:10]([NH:4][CH:1]2[CH2:3][CH2:2]2)[CH:9]=[C:8]([CH2:13][O:14][CH2:15][C:16]([F:19])([F:17])[F:18])[N:7]=1, predict the reactants needed to synthesize it.